Dataset: Catalyst prediction with 721,799 reactions and 888 catalyst types from USPTO. Task: Predict which catalyst facilitates the given reaction. Reactant: [BrH:1].S(=O)(=O)(O)O.[CH3:7][N:8]([CH3:23])[C:9]1[CH:10]=[C:11]2[C:16](=[CH:17][CH:18]=1)[N:15]=[CH:14][CH:13]=[C:12]2[NH:19][CH2:20][CH2:21]O.C([O-])(O)=O.[Na+]. Product: [CH3:7][N:8]([CH3:23])[C:9]1[CH:10]=[C:11]2[C:16](=[CH:17][CH:18]=1)[N:15]=[CH:14][CH:13]=[C:12]2[NH:19][CH2:20][CH2:21][Br:1]. The catalyst class is: 6.